Dataset: Forward reaction prediction with 1.9M reactions from USPTO patents (1976-2016). Task: Predict the product of the given reaction. (1) Given the reactants Cl.C[O:3][C:4](=[O:36])[C:5]1[CH:10]=[CH:9][C:8]([O:11][C:12]2[CH:17]=[CH:16][C:15]([CH2:18][C@H:19]([NH2:35])[C:20]3[N:21]([CH2:33][CH3:34])[CH:22]=[C:23]([C:25]4[CH:30]=[CH:29][C:28]([Cl:31])=[CH:27][C:26]=4[Cl:32])[N:24]=3)=[CH:14][CH:13]=2)=[CH:7][CH:6]=1.[F:37][C:38]1[CH:43]=[C:42]([F:44])[CH:41]=[CH:40][C:39]=1[CH2:45][C:46](O)=[O:47], predict the reaction product. The product is: [Cl:32][C:26]1[CH:27]=[C:28]([Cl:31])[CH:29]=[CH:30][C:25]=1[C:23]1[N:24]=[C:20]([C@@H:19]([NH:35][C:46](=[O:47])[CH2:45][C:39]2[CH:40]=[CH:41][C:42]([F:44])=[CH:43][C:38]=2[F:37])[CH2:18][C:15]2[CH:14]=[CH:13][C:12]([O:11][C:8]3[CH:9]=[CH:10][C:5]([C:4]([OH:3])=[O:36])=[CH:6][CH:7]=3)=[CH:17][CH:16]=2)[N:21]([CH2:33][CH3:34])[CH:22]=1. (2) The product is: [F:1][C:2]1[CH:3]=[CH:4][C:5]([CH2:6][N:7]2[CH2:12][CH2:11][C:10](=[O:13])[CH2:9][C:8]2=[O:19])=[CH:20][CH:21]=1. Given the reactants [F:1][C:2]1[CH:21]=[CH:20][C:5]([CH2:6][N:7]2[CH2:12][CH2:11][C:10]([OH:13])=[C:9](C(OCC)=O)[C:8]2=[O:19])=[CH:4][CH:3]=1.[Na], predict the reaction product.